Dataset: Tyrosyl-DNA phosphodiesterase HTS with 341,365 compounds. Task: Binary Classification. Given a drug SMILES string, predict its activity (active/inactive) in a high-throughput screening assay against a specified biological target. The molecule is S(=O)(=O)(N1CCOCC1)c1cc(NC(=O)CSc2n3c(nn2)cccc3)c(OC)cc1. The result is 0 (inactive).